The task is: Predict which catalyst facilitates the given reaction.. This data is from Catalyst prediction with 721,799 reactions and 888 catalyst types from USPTO. (1) Reactant: [Br:1][C:2]1[CH:10]=[C:9]([CH3:11])[CH:8]=[CH:7][C:3]=1[C:4]([OH:6])=O.[CH2:12]([O:14][C:15]([C:17]1([NH2:26])[CH2:25][C:24]2[C:19](=[CH:20][CH:21]=[CH:22][CH:23]=2)[CH2:18]1)=[O:16])[CH3:13].CN(C(ON1N=NC2C=CC=NC1=2)=[N+](C)C)C.F[P-](F)(F)(F)(F)F.CCN(C(C)C)C(C)C. The catalyst class is: 18. Product: [CH2:12]([O:14][C:15]([C:17]1([NH:26][C:4](=[O:6])[C:3]2[CH:7]=[CH:8][C:9]([CH3:11])=[CH:10][C:2]=2[Br:1])[CH2:25][C:24]2[C:19](=[CH:20][CH:21]=[CH:22][CH:23]=2)[CH2:18]1)=[O:16])[CH3:13]. (2) Reactant: Cl[C:2]1[N:7]=[C:6]([NH:8][C:9]2[NH:10][N:11]=[C:12]([O:14][CH:15]([CH3:17])[CH3:16])[CH:13]=2)[CH:5]=[CH:4][N:3]=1.[CH:18]1([C:22]2[CH:26]=[C:25]([CH2:27][NH2:28])[O:24][N:23]=2)[CH2:21][CH2:20][CH2:19]1. Product: [CH:18]1([C:22]2[CH:26]=[C:25]([CH2:27][NH:28][C:2]3[N:7]=[C:6]([NH:8][C:9]4[CH:13]=[C:12]([O:14][CH:15]([CH3:17])[CH3:16])[NH:11][N:10]=4)[CH:5]=[CH:4][N:3]=3)[O:24][N:23]=2)[CH2:19][CH2:20][CH2:21]1. The catalyst class is: 8. (3) Reactant: [C:1]([NH:4][C:5](=[CH2:9])[C:6]([OH:8])=[O:7])(=[O:3])[CH3:2].C([O-])([O-])=O.[K+].[K+].[CH2:16](Br)[C:17]1[CH:22]=[CH:21][CH:20]=[CH:19][CH:18]=1. Product: [C:1]([NH:4][C:5](=[CH2:9])[C:6]([O:8][CH2:16][C:17]1[CH:22]=[CH:21][CH:20]=[CH:19][CH:18]=1)=[O:7])(=[O:3])[CH3:2]. The catalyst class is: 9. (4) Product: [F:1][C:2]1[CH:7]=[CH:6][C:5]([NH:8][C:12]2[CH:17]=[CH:16][C:15]([F:18])=[CH:14][CH:13]=2)=[CH:4][CH:3]=1. The catalyst class is: 240. Reactant: [F:1][C:2]1[CH:7]=[CH:6][C:5]([N:8]([C:12]2[CH:17]=[CH:16][C:15]([F:18])=[CH:14][CH:13]=2)C(=O)C)=[CH:4][CH:3]=1.